From a dataset of Full USPTO retrosynthesis dataset with 1.9M reactions from patents (1976-2016). Predict the reactants needed to synthesize the given product. (1) Given the product [CH3:1][O:2][C:3]([C:4]1[CH:13]([C:12]2[C:15]([CH2:19][CH2:20][CH2:21][CH2:22][CH2:23][CH2:24][CH2:25][CH2:26][CH2:27][CH2:28][CH2:29][CH2:30][CH2:31][CH2:32][CH3:33])=[CH:16][CH:17]=[CH:18][C:11]=2[O:10][CH3:9])[NH:34][C:35](=[O:36])[NH:37][C:5]=1[CH3:7])=[O:8], predict the reactants needed to synthesize it. The reactants are: [CH3:1][O:2][C:3](=[O:8])[CH2:4][C:5]([CH3:7])=O.[CH3:9][O:10][C:11]1[CH:18]=[CH:17][CH:16]=[C:15]([CH2:19][CH2:20][CH2:21][CH2:22][CH2:23][CH2:24][CH2:25][CH2:26][CH2:27][CH2:28][CH2:29][CH2:30][CH2:31][CH2:32][CH3:33])[C:12]=1[CH:13]=O.[NH2:34][C:35]([NH2:37])=[O:36].Cl. (2) Given the product [F:1][C:2]1[CH:3]=[C:4]([O:5][C:6]2[C:11]3[CH:12]=[CH:13][O:14][C:10]=3[CH:9]=[CH:8][N:7]=2)[CH:15]=[CH:16][C:17]=1[C:33]1[CH:34]([CH3:40])[O:35][C:36](=[O:39])[C:37]=1[CH3:38], predict the reactants needed to synthesize it. The reactants are: [F:1][C:2]1[CH:3]=[C:4]([CH:15]=[CH:16][C:17]=1B1OC(C)(C)C(C)(C)O1)[O:5][C:6]1[C:11]2[CH:12]=[CH:13][O:14][C:10]=2[CH:9]=[CH:8][N:7]=1.FC(F)(F)S(O[C:33]1[CH:34]([CH3:40])[O:35][C:36](=[O:39])[C:37]=1[CH3:38])(=O)=O.C1(P(C2CCCCC2)C2CCCCC2)CCCCC1.C(=O)([O-])[O-].[K+].[K+]. (3) Given the product [CH3:1][C:2]1[S:3][C:4]([NH:14][C:15]([C:17]2[CH:18]=[N:19][N:20]3[CH:25]=[CH:24][C:23]([NH2:27])=[N:22][C:21]=23)=[O:16])=[C:5]([C:7]2[CH:12]=[CH:11][CH:10]=[CH:9][C:8]=2[CH3:13])[N:6]=1, predict the reactants needed to synthesize it. The reactants are: [CH3:1][C:2]1[S:3][C:4]([NH:14][C:15]([C:17]2[CH:18]=[N:19][N:20]3[CH:25]=[CH:24][C:23](Cl)=[N:22][C:21]=23)=[O:16])=[C:5]([C:7]2[CH:12]=[CH:11][CH:10]=[CH:9][C:8]=2[CH3:13])[N:6]=1.[NH3:27]. (4) Given the product [CH3:13][O:12][C:10]([C@@H:7]1[CH2:8][CH2:9][C@H:4]([C:3]2[CH2:14][C:15]3([CH2:16][N:17]([C:19]([O:21][C:22]([CH3:25])([CH3:24])[CH3:23])=[O:20])[CH2:18]3)[O:1][N:2]=2)[CH2:5][CH2:6]1)=[O:11], predict the reactants needed to synthesize it. The reactants are: [OH:1]/[N:2]=[CH:3]/[C@@H:4]1[CH2:9][CH2:8][C@H:7]([C:10]([O:12][CH3:13])=[O:11])[CH2:6][CH2:5]1.[CH2:14]=[C:15]1[CH2:18][N:17]([C:19]([O:21][C:22]([CH3:25])([CH3:24])[CH3:23])=[O:20])[CH2:16]1. (5) Given the product [Cl:25][C:26]1[CH:27]=[C:28]([N:32]2[C:5]([C:7]3[C:12](=[O:13])[CH:11]=[CH:10][N:9]([C:14]4[CH:19]=[CH:18][C:17]([C:20]([F:22])([F:21])[F:23])=[CH:16][CH:15]=4)[N:8]=3)=[CH:4][CH:3]=[N:33]2)[CH:29]=[CH:30][CH:31]=1, predict the reactants needed to synthesize it. The reactants are: CN(C)/[CH:3]=[CH:4]/[C:5]([C:7]1[C:12](=[O:13])[CH:11]=[CH:10][N:9]([C:14]2[CH:19]=[CH:18][C:17]([C:20]([F:23])([F:22])[F:21])=[CH:16][CH:15]=2)[N:8]=1)=O.[Cl:25][C:26]1[CH:27]=[C:28]([NH:32][NH2:33])[CH:29]=[CH:30][CH:31]=1. (6) Given the product [I-:24].[CH3:17][N+:12]1[CH:11]=[CH:10][C:9]([C:7]2[S:8][C:4]3[CH:3]=[C:2]([Cl:1])[CH:16]=[CH:15][C:5]=3[N:6]=2)=[CH:14][CH:13]=1, predict the reactants needed to synthesize it. The reactants are: [Cl:1][C:2]1[CH:16]=[CH:15][C:5]2[N:6]=[C:7]([C:9]3[CH:14]=[CH:13][N:12]=[CH:11][CH:10]=3)[S:8][C:4]=2[CH:3]=1.[CH3:17]OS(OC)(=O)=O.[I-:24].[K+].